This data is from Forward reaction prediction with 1.9M reactions from USPTO patents (1976-2016). The task is: Predict the product of the given reaction. Given the reactants NO[CH:3]1CCCCO1.C1(S([N:18]2[C:26]3[C:21](=[CH:22][C:23]([C:27]([OH:29])=[O:28])=[CH:24][CH:25]=3)[CH:20]=[CH:19]2)(=O)=O)C=CC=CC=1.C1CN([P+](ON2N=NC3C=CC=CC2=3)(N2CCCC2)N2CCCC2)CC1.F[P-](F)(F)(F)(F)F.C(N(CC)CC)C, predict the reaction product. The product is: [NH:18]1[C:26]2[C:21](=[CH:22][C:23]([C:27]([O:29][CH3:3])=[O:28])=[CH:24][CH:25]=2)[CH:20]=[CH:19]1.